This data is from Full USPTO retrosynthesis dataset with 1.9M reactions from patents (1976-2016). The task is: Predict the reactants needed to synthesize the given product. (1) Given the product [CH3:21][NH:22][C:2]1[CH:11]=[CH:10][C:9]2[C:4](=[C:5]([O:12][CH:13]([CH3:19])[CH2:14][C:15]([CH3:18])([CH3:17])[CH3:16])[CH:6]=[CH:7][CH:8]=2)[N:3]=1, predict the reactants needed to synthesize it. The reactants are: Cl[C:2]1[CH:11]=[CH:10][C:9]2[C:4](=[C:5]([O:12][CH:13]([CH3:19])[CH2:14][C:15]([CH3:18])([CH3:17])[CH3:16])[CH:6]=[CH:7][CH:8]=2)[N:3]=1.C[CH2:21][N:22](CC)CC. (2) The reactants are: Br[C:2]1[C:3]2[N:10]([CH2:11][CH3:12])[C:9]([C:13]3[C:14]([NH2:18])=[N:15][O:16][N:17]=3)=[N:8][C:4]=2[CH:5]=[N:6][CH:7]=1.C1(P(C2C=CC=CC=2)C2C=CC3C(=CC=CC=3)C=2C2C3C(=CC=CC=3)C=CC=2P(C2C=CC=CC=2)C2C=CC=CC=2)C=CC=CC=1.[NH:65]1[CH2:69][CH2:68][CH2:67][CH2:66]1.CC(C)([O-])C.[Na+]. Given the product [CH2:11]([N:10]1[C:3]2[C:2]([N:65]3[CH2:69][CH2:68][CH2:67][CH2:66]3)=[CH:7][N:6]=[CH:5][C:4]=2[N:8]=[C:9]1[C:13]1[C:14]([NH2:18])=[N:15][O:16][N:17]=1)[CH3:12], predict the reactants needed to synthesize it. (3) Given the product [ClH:22].[N:25]([C@H:10]1[C@@H:11]([NH:14][C:15]([C:17]2[NH:18][C:19]([CH3:24])=[C:20]([Cl:23])[C:21]=2[Cl:22])=[O:16])[CH2:12][CH2:13][NH:8][CH2:9]1)=[N+:26]=[N-:27], predict the reactants needed to synthesize it. The reactants are: C(OC([N:8]1[CH2:13][CH2:12][C@H:11]([NH:14][C:15]([C:17]2[NH:18][C:19]([CH3:24])=[C:20]([Cl:23])[C:21]=2[Cl:22])=[O:16])[C@H:10]([N:25]=[N+:26]=[N-:27])[CH2:9]1)=O)(C)(C)C. (4) Given the product [CH2:2]([O:4][C:5](=[O:15])[CH:6]([NH:7][S:34]([C:31]1[CH:30]=[CH:29][C:28]([N+:25]([O-:27])=[O:26])=[CH:33][CH:32]=1)(=[O:35])=[O:36])[CH2:8][C:9]1[CH:14]=[CH:13][CH:12]=[CH:11][CH:10]=1)[CH3:3], predict the reactants needed to synthesize it. The reactants are: Cl.[CH2:2]([O:4][C:5](=[O:15])[C@H:6]([CH2:8][C:9]1[CH:14]=[CH:13][CH:12]=[CH:11][CH:10]=1)[NH2:7])[CH3:3].C(N(CC)C(C)C)(C)C.[N+:25]([C:28]1[CH:33]=[CH:32][C:31]([S:34](Cl)(=[O:36])=[O:35])=[CH:30][CH:29]=1)([O-:27])=[O:26]. (5) Given the product [C:25]([C:14]1[CH:13]=[CH:12][C:11]([CH:10]([O:9][CH2:8][C:7]2[CH:33]=[CH:34][C:4]([C:2]#[N:3])=[CH:5][CH:6]=2)[C:27]2[N:31]([CH3:32])[CH:30]=[N:29][CH:28]=2)=[CH:16][C:15]=1[C:17]1[C:18]([C:23]([OH:37])=[O:24])=[CH:19][CH:20]=[CH:21][CH:22]=1)#[N:26], predict the reactants needed to synthesize it. The reactants are: Cl.[C:2]([C:4]1[CH:34]=[CH:33][C:7]([CH2:8][O:9][CH:10]([C:27]2[N:31]([CH3:32])[CH:30]=[N:29][CH:28]=2)[C:11]2[CH:16]=[C:15]([C:17]3[CH:22]=[CH:21][CH:20]=[CH:19][C:18]=3[CH:23]=[O:24])[C:14]([C:25]#[N:26])=[CH:13][CH:12]=2)=[CH:6][CH:5]=1)#[N:3].CC(C)=[O:37]. (6) The reactants are: C[O:2][C:3](=[O:15])[C:4]1[CH:9]=[C:8](F)[C:7]([N+:11]([O-:13])=[O:12])=[CH:6][C:5]=1[F:14].[CH3:16][O-:17].[Na+]. Given the product [F:14][C:5]1[CH:6]=[C:7]([N+:11]([O-:13])=[O:12])[C:8]([O:17][CH3:16])=[CH:9][C:4]=1[C:3]([OH:2])=[O:15], predict the reactants needed to synthesize it.